Task: Predict the product of the given reaction.. Dataset: Forward reaction prediction with 1.9M reactions from USPTO patents (1976-2016) (1) Given the reactants C(C1C=C(C=O)C(O)=C(C2C=CC(OC(F)(F)F)=CC=2)C=1)(C)(C)C.Br[C:26]1[CH:31]=[C:30]([C:32]([F:35])([F:34])[F:33])[CH:29]=[CH:28][C:27]=1[OH:36].[Cl:37][C:38]1[CH:39]=[C:40](B(O)O)[CH:41]=[CH:42][C:43]=1[Cl:44], predict the reaction product. The product is: [Cl:37][C:38]1[CH:39]=[C:40]([C:26]2[C:27]([OH:36])=[CH:28][CH:29]=[C:30]([C:32]([F:35])([F:34])[F:33])[CH:31]=2)[CH:41]=[CH:42][C:43]=1[Cl:44]. (2) Given the reactants [CH3:1][C:2]([NH:5][C:6]([C@H:8]1[N:17]([CH2:18][C@@H:19]([OH:49])[C@@H:20]([NH:28][C:29]([C@@H:31]([NH:36][C:37]([C:39]2[CH:40]=[CH:41][C:42]3[CH:43]=[CH:44][CH:45]=[CH:46][C:47]=3[N:48]=2)=[O:38])[CH2:32][C:33]([NH2:35])=[O:34])=[O:30])[CH2:21][C:22]2[CH:23]=[CH:24][CH:25]=[CH:26][CH:27]=2)[CH2:16][C@@H:15]2[C@@H:10]([CH2:11][CH2:12][CH2:13][CH2:14]2)[CH2:9]1)=[O:7])([CH3:4])[CH3:3].CS(O)(=O)=O.C(Cl)(Cl)Cl.[OH-].[Na+], predict the reaction product. The product is: [CH3:4][C:2]([NH:5][C:6]([C@H:8]1[N:17]([CH2:18][C@@H:19]([OH:49])[C@@H:20]([NH:28][C:29]([C@@H:31]([NH:36][C:37]([C:39]2[CH:40]=[CH:41][C:42]3[CH:43]=[CH:44][CH:45]=[CH:46][C:47]=3[N:48]=2)=[O:38])[CH2:32][C:33]([NH2:35])=[O:34])=[O:30])[CH2:21][C:22]2[CH:27]=[CH:26][CH:25]=[CH:24][CH:23]=2)[CH2:16][C@@H:15]2[C@@H:10]([CH2:11][CH2:12][CH2:13][CH2:14]2)[CH2:9]1)=[O:7])([CH3:1])[CH3:3]. (3) Given the reactants Br[CH2:2][C:3]([C:5]1[CH:10]=[CH:9][C:8]([CH2:11][CH2:12][C:13]([O:15][CH2:16][CH3:17])=[O:14])=[CH:7][CH:6]=1)=O.[NH2:18][C:19]([NH2:21])=[S:20], predict the reaction product. The product is: [NH2:21][C:19]1[S:20][CH:2]=[C:3]([C:5]2[CH:10]=[CH:9][C:8]([CH2:11][CH2:12][C:13]([O:15][CH2:16][CH3:17])=[O:14])=[CH:7][CH:6]=2)[N:18]=1. (4) The product is: [C:1]([C:3]1[CH:8]=[CH:7][C:6]([C:13]2[CH:14]=[CH:15][C:16]([C:19](=[O:26])[CH2:20][CH2:21][C:22]([O:24][CH3:25])=[O:23])=[CH:17][CH:18]=2)=[CH:5][CH:4]=1)#[N:2]. Given the reactants [C:1]([C:3]1[CH:8]=[CH:7][C:6](B(O)O)=[CH:5][CH:4]=1)#[N:2].Br[C:13]1[CH:18]=[CH:17][C:16]([C:19](=[O:26])[CH2:20][CH2:21][C:22]([O:24][CH3:25])=[O:23])=[CH:15][CH:14]=1.C(N(CC)CC)C, predict the reaction product. (5) Given the reactants Br[C:2]1[CH:7]=[CH:6][C:5]([F:8])=[CH:4][C:3]=1[CH2:9][O:10]COC.C([Li])(C)(C)C.[CH:19]([B:21](O)O)=[CH2:20].Cl, predict the reaction product. The product is: [F:8][C:5]1[CH:6]=[CH:7][C:2]2[B:21]([CH:19]=[CH2:20])[O:10][CH2:9][C:3]=2[CH:4]=1. (6) Given the reactants [CH2:1]([C:3]1[CH:8]=[C:7]([C:9]2[CH:14]=[CH:13][C:12]([F:15])=[CH:11][CH:10]=2)[CH:6]=[C:5]([CH3:16])[C:4]=1[C:17]1[C:18](=[O:35])[CH:19]([CH2:24][CH2:25][NH:26][C:27]([C:29]2[CH:34]=[CH:33][CH:32]=[CH:31][N:30]=2)=[O:28])[CH2:20][C:21]=1[O:22]C)[CH3:2].Cl, predict the reaction product. The product is: [CH2:1]([C:3]1[CH:8]=[C:7]([C:9]2[CH:10]=[CH:11][C:12]([F:15])=[CH:13][CH:14]=2)[CH:6]=[C:5]([CH3:16])[C:4]=1[CH:17]1[C:21](=[O:22])[CH2:20][CH:19]([CH2:24][CH2:25][NH:26][C:27]([C:29]2[CH:34]=[CH:33][CH:32]=[CH:31][N:30]=2)=[O:28])[C:18]1=[O:35])[CH3:2]. (7) Given the reactants [O:1]1[CH:6]=[CH:5][CH2:4][CH2:3][CH2:2]1.O.C1(C)C=CC(S(O)(=O)=O)=CC=1.[Cl:19][C:20]1[N:25]=[C:24]([Cl:26])[N:23]=[C:22]2[NH:27][N:28]=[CH:29][C:21]=12, predict the reaction product. The product is: [Cl:19][C:20]1[N:25]=[C:24]([Cl:26])[N:23]=[C:22]2[N:27]([CH:6]3[CH2:5][CH2:4][CH2:3][CH2:2][O:1]3)[N:28]=[CH:29][C:21]=12.[Cl:19][C:20]1[C:21]2[C:22](=[N:27][N:28]([CH:6]3[CH2:5][CH2:4][CH2:3][CH2:2][O:1]3)[CH:29]=2)[N:23]=[C:24]([Cl:26])[N:25]=1. (8) Given the reactants CN1CCOCC1.[Cl:8][CH2:9][C:10](Cl)=[O:11].[C:13]([NH:16][C:17]1[C:18]([NH2:42])=[C:19]([C:23]2[NH:24][C:25]3[C:30]([C:31]=2[CH:32]2[CH2:37][CH2:36][CH2:35][CH2:34][CH2:33]2)=[CH:29][CH:28]=[C:27]([C:38]([O:40][CH3:41])=[O:39])[CH:26]=3)[CH:20]=[CH:21][CH:22]=1)(=[O:15])[CH3:14], predict the reaction product. The product is: [C:13]([NH:16][C:17]1[C:18]([NH:42][C:10](=[O:11])[CH2:9][Cl:8])=[C:19]([C:23]2[NH:24][C:25]3[C:30]([C:31]=2[CH:32]2[CH2:37][CH2:36][CH2:35][CH2:34][CH2:33]2)=[CH:29][CH:28]=[C:27]([C:38]([O:40][CH3:41])=[O:39])[CH:26]=3)[CH:20]=[CH:21][CH:22]=1)(=[O:15])[CH3:14].